Task: Regression. Given a peptide amino acid sequence and an MHC pseudo amino acid sequence, predict their binding affinity value. This is MHC class I binding data.. Dataset: Peptide-MHC class I binding affinity with 185,985 pairs from IEDB/IMGT The peptide sequence is YQAVVPLVY. The MHC is HLA-B53:01 with pseudo-sequence HLA-B53:01. The binding affinity (normalized) is 0.299.